Task: Predict the reaction yield, written as a fraction of the theoretical maximum amount of product (1.0 means a 100% yield; for example, 0.34 means a 34% yield).. Dataset: Reaction yield outcomes from USPTO patents with 853,638 reactions (1) The reactants are [F:1][C:2]1[CH:7]=[CH:6][CH:5]=[C:4]([F:8])[C:3]=1[N:9]1[C:14]2[N:15]=[C:16]([N:29]3[CH2:34][CH2:33][CH:32]([N:35]4[CH2:40][CH2:39][CH:38]([CH3:41])[CH2:37][CH2:36]4)[CH2:31][CH2:30]3)[N:17]=[C:18]([C:19]3[CH:20]=[C:21]([CH:25]=[CH:26][C:27]=3[CH3:28])[C:22](O)=[O:23])[C:13]=2[CH:12]=[CH:11][C:10]1=[O:42].CN(C(ON1N=NC2C=CC=CC1=2)=[N+](C)C)C.F[P-](F)(F)(F)(F)F.C(N(CC)CC)C.Cl.[F:75][CH2:76][CH2:77][NH2:78]. The catalyst is CN(C=O)C. The product is [F:1][C:2]1[CH:7]=[CH:6][CH:5]=[C:4]([F:8])[C:3]=1[N:9]1[C:14]2[N:15]=[C:16]([N:29]3[CH2:34][CH2:33][CH:32]([N:35]4[CH2:40][CH2:39][CH:38]([CH3:41])[CH2:37][CH2:36]4)[CH2:31][CH2:30]3)[N:17]=[C:18]([C:19]3[CH:20]=[C:21]([CH:25]=[CH:26][C:27]=3[CH3:28])[C:22]([NH:78][CH2:77][CH2:76][F:75])=[O:23])[C:13]=2[CH:12]=[CH:11][C:10]1=[O:42]. The yield is 0.330. (2) The reactants are [NH4+].F[C:3](F)([F:25])[C:4]([F:24])([F:23])[C:5]([F:22])([F:21])[C:6]([F:20])([F:19])[C:7]([F:18])([F:17])C(F)(F)C(F)(F)C([O-])=O. The catalyst is O. The product is [F:24][C:4]1([F:23])[C:3]2([F:25])[C:3]([F:25])([C:4]([F:23])([F:24])[C:5]([F:21])([F:22])[C:6]([F:19])([F:20])[C:7]2([F:18])[F:17])[C:7]([F:17])([F:18])[C:6]([F:20])([F:19])[C:5]1([F:22])[F:21]. The yield is 0.970. (3) The product is [C:6]([O:10][C:11]([N:13]1[CH2:17][CH2:16][CH2:15][C@H:14]1[CH2:18][O:19][C:20]1[CH:21]=[CH:22][C:23]([CH2:26][C:27]2[CH:28]=[CH:29][C:30]([C:2]3[S:1][CH:5]=[CH:4][N:3]=3)=[CH:31][CH:32]=2)=[CH:24][CH:25]=1)=[O:12])([CH3:9])([CH3:7])[CH3:8]. No catalyst specified. The yield is 0.860. The reactants are [S:1]1[CH:5]=[CH:4][N:3]=[CH:2]1.[C:6]([O:10][C:11]([N:13]1[CH2:17][CH2:16][CH2:15][C@H:14]1[CH2:18][O:19][C:20]1[CH:25]=[CH:24][C:23]([CH2:26][C:27]2[CH:32]=[CH:31][C:30](I)=[CH:29][CH:28]=2)=[CH:22][CH:21]=1)=[O:12])([CH3:9])([CH3:8])[CH3:7]. (4) The reactants are [CH3:1][C:2]1[CH:7]=[CH:6][CH:5]=[CH:4][C:3]=1B(O)O.ClC1C=CC(C)=C(B(O)O)C=1.[Cl:22][C:23]1[CH:31]=[CH:30][C:26]([C:27](Cl)=[O:28])=[C:25]([CH3:32])[CH:24]=1. No catalyst specified. The product is [Cl:22][C:23]1[CH:31]=[CH:30][C:26]([C:27]([C:3]2[CH:4]=[CH:5][CH:6]=[CH:7][C:2]=2[CH3:1])=[O:28])=[C:25]([CH3:32])[CH:24]=1. The yield is 0.750.